Dataset: Forward reaction prediction with 1.9M reactions from USPTO patents (1976-2016). Task: Predict the product of the given reaction. (1) Given the reactants O[C:2]([C:4](F)(F)F)=O.[Cl:8][C:9]1[C:14]([O:15][CH3:16])=[CH:13][C:12]([O:17][CH3:18])=[C:11]([Cl:19])[C:10]=1[NH:20][C:21](=[O:48])[N:22]([C:24]1[N:29]=[CH:28][N:27]=[C:26]([NH:30][C:31]2[CH:36]=[CH:35][C:34]([CH:37]3[CH2:42][CH2:41][NH:40][CH2:39][CH2:38]3)=[CH:33][C:32]=2[NH:43][C:44](=[O:47])[CH:45]=[CH2:46])[CH:25]=1)[CH3:23].CC([O-])=O.[Na+].C(=O)C.[BH3-]C#N.[Na+], predict the reaction product. The product is: [Cl:19][C:11]1[C:12]([O:17][CH3:18])=[CH:13][C:14]([O:15][CH3:16])=[C:9]([Cl:8])[C:10]=1[NH:20][C:21](=[O:48])[N:22]([C:24]1[N:29]=[CH:28][N:27]=[C:26]([NH:30][C:31]2[CH:36]=[CH:35][C:34]([CH:37]3[CH2:42][CH2:41][N:40]([CH2:2][CH3:4])[CH2:39][CH2:38]3)=[CH:33][C:32]=2[NH:43][C:44](=[O:47])[CH:45]=[CH2:46])[CH:25]=1)[CH3:23]. (2) Given the reactants [ClH:1].[CH3:2][O:3][C:4]1[CH:9]=[CH:8][C:7]([CH:10]2[CH2:15][N:14]([C:16]3[N:21]([CH3:22])[C:20](=[O:23])[CH:19]=[C:18]([C:24]4[CH:29]=[CH:28][N:27]=[CH:26][CH:25]=4)[N:17]=3)[CH2:13][CH2:12][NH:11]2)=[CH:6][CH:5]=1, predict the reaction product. The product is: [ClH:1].[ClH:1].[CH3:2][O:3][C:4]1[CH:5]=[CH:6][C:7]([CH:10]2[CH2:15][N:14]([C:16]3[N:21]([CH3:22])[C:20](=[O:23])[CH:19]=[C:18]([C:24]4[CH:25]=[CH:26][N:27]=[CH:28][CH:29]=4)[N:17]=3)[CH2:13][CH2:12][NH:11]2)=[CH:8][CH:9]=1.